Dataset: Forward reaction prediction with 1.9M reactions from USPTO patents (1976-2016). Task: Predict the product of the given reaction. (1) Given the reactants [Cl:1][C:2]1[C:35]([Cl:36])=[CH:34][CH:33]=[CH:32][C:3]=1[CH2:4][C:5]1[CH:6]=[C:7]2[C:12](=[C:13]([F:15])[CH:14]=1)[N:11]([CH2:16][CH2:17][O:18][Si](C(C)(C)C)(C)C)[CH:10]=[C:9]([C:26]([O:28][CH2:29][CH3:30])=[O:27])[C:8]2=[O:31].[F-].C([N+](CCCC)(CCCC)CCCC)CCC.O, predict the reaction product. The product is: [Cl:1][C:2]1[C:35]([Cl:36])=[CH:34][CH:33]=[CH:32][C:3]=1[CH2:4][C:5]1[CH:6]=[C:7]2[C:12](=[C:13]([F:15])[CH:14]=1)[N:11]([CH2:16][CH2:17][OH:18])[CH:10]=[C:9]([C:26]([O:28][CH2:29][CH3:30])=[O:27])[C:8]2=[O:31]. (2) Given the reactants OO[S:3]([O-:5])=O.[K+].S1[C:11]2[CH:12]=[C:13]([NH:16][C:17]3[N:22]=[C:21]([C:23]4[C:24]([C:28]5[CH:33]=[CH:32][C:31]([Cl:34])=[C:30]([O:35][CH3:36])[CH:29]=5)=[N:25][NH:26][CH:27]=4)[CH:20]=[CH:19][N:18]=3)[CH:14]=[CH:15][C:10]=2[N:9]=[CH:8]1, predict the reaction product. The product is: [Cl:34][C:31]1[CH:32]=[CH:33][C:28]([C:24]2[C:23]([C:21]3[CH:20]=[CH:19][N:18]=[C:17]([NH:16][C:13]4[CH:14]=[CH:15][C:10]5[N:9]=[CH:8][S:3](=[O:5])[C:11]=5[CH:12]=4)[N:22]=3)=[CH:27][NH:26][N:25]=2)=[CH:29][C:30]=1[O:35][CH3:36]. (3) Given the reactants Cl[C:2]1[N:7]=[C:6]([O:8][CH3:9])[N:5]=[C:4]([NH:10][CH3:11])[N:3]=1.[C:12]1(B(O)O)[CH:17]=[CH:16][CH:15]=[CH:14][CH:13]=1.C(=O)([O-])[O-].[Na+].[Na+], predict the reaction product. The product is: [CH3:9][O:8][C:6]1[N:7]=[C:2]([C:12]2[CH:17]=[CH:16][CH:15]=[CH:14][CH:13]=2)[N:3]=[C:4]([NH:10][CH3:11])[N:5]=1. (4) Given the reactants [OH:1][C:2]1[C:3]2[N:4]([CH:27]=[CH:28][CH:29]=2)[N:5]([CH2:22][CH2:23][CH:24]([CH3:26])[CH3:25])[C:6](=[O:21])[C:7]=1[C:8]1[NH:13][C:12]2[CH:14]=[CH:15][C:16](I)=[CH:17][C:11]=2[S:10](=[O:20])(=[O:19])[N:9]=1.[O-]P(OP(OP([O-])([O-])=O)([O-])=O)(=O)[O-].[K+].[K+].[K+].[K+].[K+].N(CC(O)=O)C.[CH:54]1([S:57]([NH2:60])(=[O:59])=[O:58])[CH2:56][CH2:55]1, predict the reaction product. The product is: [OH:1][C:2]1[C:3]2[N:4]([CH:27]=[CH:28][CH:29]=2)[N:5]([CH2:22][CH2:23][CH:24]([CH3:26])[CH3:25])[C:6](=[O:21])[C:7]=1[C:8]1[NH:13][C:12]2[CH:14]=[CH:15][C:16]([NH:60][S:57]([CH:54]3[CH2:56][CH2:55]3)(=[O:59])=[O:58])=[CH:17][C:11]=2[S:10](=[O:20])(=[O:19])[N:9]=1. (5) The product is: [OH:1][C:2]1[C:11]2[C:6](=[CH:7][C:8]([C:12]([NH:28][NH2:29])=[O:14])=[CH:9][CH:10]=2)[N:5]=[CH:4][N:3]=1. Given the reactants [OH:1][C:2]1[C:11]2[C:6](=[CH:7][C:8]([C:12]([OH:14])=O)=[CH:9][CH:10]=2)[N:5]=[CH:4][N:3]=1.C(C1NC=CN=1)(C1NC=CN=1)=O.O.[NH2:28][NH2:29], predict the reaction product. (6) Given the reactants C(OC(=O)N[C:11]1[NH:12][CH:13]=[C:14]([C:16]2[CH:21]=[CH:20][CH:19]=[C:18]([Cl:22])[CH:17]=2)[N:15]=1)C1C=CC=CC=1.[C:24]([O-:27])([O-])=O.[K+].[K+].Br[CH2:31][C:32]([O:34][CH2:35][CH3:36])=[O:33].C[N:38]([CH:40]=[O:41])[CH3:39], predict the reaction product. The product is: [CH2:24]([O:27][C:40]([NH:38][CH2:39][C:11]1[N:12]([CH2:31][C:32]([O:34][CH2:35][CH3:36])=[O:33])[CH:13]=[C:14]([C:16]2[CH:21]=[CH:20][CH:19]=[C:18]([Cl:22])[CH:17]=2)[N:15]=1)=[O:41])[C:16]1[CH:21]=[CH:20][CH:19]=[CH:18][CH:17]=1. (7) Given the reactants C[O:2][C:3](=[O:28])[CH:4]([NH:16][C:17]([CH3:27])=[CH:18][C:19](=[O:26])[C:20]1[CH:25]=[CH:24][CH:23]=[CH:22][CH:21]=1)[CH2:5][C:6]1[CH:11]=[CH:10][C:9]([O:12][CH2:13][CH2:14]Br)=[CH:8][CH:7]=1.[CH:29]1[C:41]2[NH:40][C:39]3[C:34](=[CH:35][CH:36]=[CH:37][CH:38]=3)[C:33]=2[CH:32]=[CH:31][CH:30]=1.[OH-].[Na+], predict the reaction product. The product is: [CH3:27][C:17]([NH:16][CH:4]([CH2:5][C:6]1[CH:11]=[CH:10][C:9]([O:12][CH2:13][CH2:14][C:38]2[C:39]3[NH:40][C:41]4[C:33](=[CH:32][CH:31]=[CH:30][CH:29]=4)[C:34]=3[CH:35]=[CH:36][CH:37]=2)=[CH:8][CH:7]=1)[C:3]([OH:2])=[O:28])=[CH:18][C:19](=[O:26])[C:20]1[CH:25]=[CH:24][CH:23]=[CH:22][CH:21]=1.